This data is from Forward reaction prediction with 1.9M reactions from USPTO patents (1976-2016). The task is: Predict the product of the given reaction. (1) Given the reactants [C:1]([O:5][C:6](=[O:36])[NH:7][C@@H:8]1[CH2:12][CH2:11][CH2:10][C@H:9]1[C:13]([NH:15][NH:16][C:17]([C@@H:19]1[CH2:25][CH2:24][C@@H:23]2[CH2:26][N:20]1[C:21](=[O:35])[N:22]2[O:27]CC1C=CC=CC=1)=[O:18])=[O:14])([CH3:4])([CH3:3])[CH3:2], predict the reaction product. The product is: [C:1]([O:5][C:6](=[O:36])[NH:7][C@@H:8]1[CH2:12][CH2:11][CH2:10][C@H:9]1[C:13]([NH:15][NH:16][C:17]([C@@H:19]1[CH2:25][CH2:24][C@@H:23]2[CH2:26][N:20]1[C:21](=[O:35])[N:22]2[OH:27])=[O:18])=[O:14])([CH3:4])([CH3:2])[CH3:3]. (2) Given the reactants O.ON1C2C=CC=CC=2N=N1.C(N(CC)CC)C.[C:19]1([C:51]2[CH:56]=[CH:55][CH:54]=[CH:53][CH:52]=2)[CH:24]=[CH:23][C:22]([CH2:25][O:26][C:27]2[CH:32]=[CH:31][C:30]([CH2:33][CH2:34][CH2:35][O:36][C:37]3[CH:45]=[CH:44][C:43]([C:46]([O:48][CH2:49][CH3:50])=[O:47])=[CH:42][C:38]=3[C:39]([OH:41])=O)=[CH:29][CH:28]=2)=[CH:21][CH:20]=1.Cl.[NH:58]1[CH2:63][CH2:62][CH:61]([C:64]([O:66][CH3:67])=[O:65])[CH2:60][CH2:59]1, predict the reaction product. The product is: [C:19]1([C:51]2[CH:52]=[CH:53][CH:54]=[CH:55][CH:56]=2)[CH:24]=[CH:23][C:22]([CH2:25][O:26][C:27]2[CH:28]=[CH:29][C:30]([CH2:33][CH2:34][CH2:35][O:36][C:37]3[CH:45]=[CH:44][C:43]([C:46]([O:48][CH2:49][CH3:50])=[O:47])=[CH:42][C:38]=3[C:39]([N:58]3[CH2:63][CH2:62][CH:61]([C:64]([O:66][CH3:67])=[O:65])[CH2:60][CH2:59]3)=[O:41])=[CH:31][CH:32]=2)=[CH:21][CH:20]=1.